From a dataset of CYP1A2 inhibition data for predicting drug metabolism from PubChem BioAssay. Regression/Classification. Given a drug SMILES string, predict its absorption, distribution, metabolism, or excretion properties. Task type varies by dataset: regression for continuous measurements (e.g., permeability, clearance, half-life) or binary classification for categorical outcomes (e.g., BBB penetration, CYP inhibition). Dataset: cyp1a2_veith. (1) The drug is CCCCN(C(=O)NC(=O)Nc1ccccc1OCC)S(C)(=O)=O. The result is 1 (inhibitor). (2) The drug is C[N+](C)(C)CC=O. The result is 0 (non-inhibitor). (3) The molecule is O=C(c1csnn1)N1CCC2(CCN(Cc3cc(C(F)(F)F)cc(C(F)(F)F)c3)CC2)CC1. The result is 0 (non-inhibitor). (4) The drug is Cc1ccc(-c2nc(-c3nccc4ccccc34)oc2-c2ccccc2)cc1. The result is 1 (inhibitor). (5) The drug is O=C(c1cccc(F)c1)N1C2C=CC(C2)C1(C(F)(F)F)C(F)(F)F. The result is 0 (non-inhibitor). (6) The compound is COc1ccc2cc3cc(C(=O)NCCN4CCN(c5ccccc5F)CC4)oc3nc2c1. The result is 1 (inhibitor). (7) The result is 1 (inhibitor). The compound is O=S(=O)(c1ccccc1)N1CCC[C@@]2(CCN(Cc3nccs3)C2)C1.